This data is from Reaction yield outcomes from USPTO patents with 853,638 reactions. The task is: Predict the reaction yield, written as a fraction of the theoretical maximum amount of product (1.0 means a 100% yield; for example, 0.34 means a 34% yield). (1) The reactants are [CH2:1]([N:8]1[CH2:12][CH:11]([CH2:13]O)[CH2:10][C:9]1=[O:15])[C:2]1[CH:7]=[CH:6][CH:5]=[CH:4][CH:3]=1.C1(P(C2C=CC=CC=2)C2C=CC=CC=2)C=CC=CC=1.N1C=CN=C1.[I:40]I. The catalyst is C1(C)C=CC=CC=1. The product is [CH2:1]([N:8]1[CH2:12][CH:11]([CH2:13][I:40])[CH2:10][C:9]1=[O:15])[C:2]1[CH:7]=[CH:6][CH:5]=[CH:4][CH:3]=1. The yield is 0.460. (2) The reactants are [F:1][C:2]1[CH:3]=[CH:4][C:5]([CH3:19])=[C:6]([C:8]2[CH:17]=[C:16]3[C:11]([CH:12]=[C:13]([NH2:18])[N:14]=[CH:15]3)=[CH:10][CH:9]=2)[CH:7]=1.[Cl:20]CCl. No catalyst specified. The product is [Cl:20][C:12]1[C:11]2[C:16](=[CH:17][C:8]([C:6]3[CH:7]=[C:2]([F:1])[CH:3]=[CH:4][C:5]=3[CH3:19])=[CH:9][CH:10]=2)[CH:15]=[N:14][C:13]=1[NH2:18]. The yield is 0.850. (3) The reactants are Br[C:2]1[CH:11]=[C:10]2[C:5]([CH:6]=[C:7]([C:13]3[N:14]=[C:15]4[C:20]([CH3:21])=[N:19][C:18]([CH3:22])=[CH:17][N:16]4[CH:23]=3)[C:8](=[O:12])[O:9]2)=[CH:4][CH:3]=1.CC1(C)C(C)(C)OB([C:32]2[CH2:37][CH2:36][N:35]([C:38]([O:40][C:41]([CH3:44])([CH3:43])[CH3:42])=[O:39])[CH2:34][CH:33]=2)O1.C([O-])([O-])=O.[K+].[K+].ClCCl. The catalyst is CC#N. The product is [CH3:22][C:18]1[N:19]=[C:20]([CH3:21])[C:15]2[N:16]([CH:23]=[C:13]([C:7]3[C:8](=[O:12])[O:9][C:10]4[C:5]([CH:6]=3)=[CH:4][CH:3]=[C:2]([C:32]3[CH2:37][CH2:36][N:35]([C:38]([O:40][C:41]([CH3:44])([CH3:43])[CH3:42])=[O:39])[CH2:34][CH:33]=3)[CH:11]=4)[N:14]=2)[CH:17]=1. The yield is 0.830. (4) The yield is 0.500. The product is [N:8]1[CH:9]=[CH:10][CH:11]=[C:6]([CH:4]([OH:5])[CH3:13])[N:7]=1. No catalyst specified. The reactants are CON(C)[C:4]([C:6]1[N:7]=[N:8][CH:9]=[CH:10][CH:11]=1)=[O:5].[CH3:13]OC1C=CC(P2(SP(C3C=CC(OC)=CC=3)(=S)S2)=S)=CC=1. (5) The reactants are C1C2(CN(C(C3C=CC([NH:16][C:17]4C(=O)[N:21](C)[N:20]=[C:19](C5C(CO)=C(N6N=CC7C(=C(F)C=C(C(C)(C)C)C=7)C6=O)C=CC=5)[CH:18]=4)=NC=3)=O)C2)CO1.Br[C:50]1[C:51](=[O:58])[N:52]([CH3:57])[N:53]=[C:54]([Cl:56])[CH:55]=1.C1(P(C2C=CC=CC=2)[C:66]2[C:79]3[O:78][C:77]4[C:72](=[CH:73]C=CC=4P(C4C=CC=CC=4)C4C=CC=CC=4)C(C)(C)[C:70]=3C=CC=2)C=CC=CC=1.[O:101]1CCOCC1. The catalyst is ClCCl.O.C1C=CC(/C=C/C(/C=C/C2C=CC=CC=2)=O)=CC=1.C1C=CC(/C=C/C(/C=C/C2C=CC=CC=2)=O)=CC=1.C1C=CC(/C=C/C(/C=C/C2C=CC=CC=2)=O)=CC=1.[Pd].[Pd]. The product is [Cl:56][C:54]1[CH:55]=[C:50]([NH:16][C:17]2[CH:18]=[CH:19][N:20]([CH2:73][C@@H:72]3[CH2:77][O:78][C:79]([CH3:70])([CH3:66])[O:101]3)[N:21]=2)[C:51](=[O:58])[N:52]([CH3:57])[N:53]=1. The yield is 0.820. (6) The reactants are [H-].[Na+].[CH3:3][CH:4]([C:10]([O:12][CH2:13][CH3:14])=[O:11])[C:5]([O:7][CH2:8][CH3:9])=[O:6].[Cl:15][C:16]1[N:17]=[N:18][C:19](Cl)=[CH:20][CH:21]=1. The catalyst is O1CCOCC1. The product is [Cl:15][C:16]1[N:17]=[N:18][C:19]([C:4]([CH3:3])([C:5]([O:7][CH2:8][CH3:9])=[O:6])[C:10]([O:12][CH2:13][CH3:14])=[O:11])=[CH:20][CH:21]=1. The yield is 0.250.